From a dataset of Kir2.1 potassium channel HTS with 301,493 compounds. Binary Classification. Given a drug SMILES string, predict its activity (active/inactive) in a high-throughput screening assay against a specified biological target. (1) The drug is s1c(C(=O)NCC(=O)N(CC(=O)NC2CCCC2)c2ccc(cc2)C(OC)=O)ccc1. The result is 0 (inactive). (2) The compound is O1C(c2c(OC)ccc(OC)c2)=C/C(C1=O)=C\c1ncccc1. The result is 0 (inactive). (3) The molecule is S(=O)(=O)(N(CC(=O)Nc1ccc(Cc2ccncc2)cc1)c1c(OC)cccc1)c1ccccc1. The result is 0 (inactive).